From a dataset of Reaction yield outcomes from USPTO patents with 853,638 reactions. Predict the reaction yield, written as a fraction of the theoretical maximum amount of product (1.0 means a 100% yield; for example, 0.34 means a 34% yield). (1) The reactants are [CH3:1][O:2][CH:3]1[C:12]2[C:7](=[CH:8][CH:9]=[C:10]([C:13]3[C:18](=[O:19])[N:17]([CH2:20][C:21]4[CH:26]=[CH:25][C:24]([C:27]5[C:28]([C:33]#[N:34])=[CH:29][CH:30]=[CH:31][CH:32]=5)=[CH:23][CH:22]=4)[C:16]([CH2:35][CH2:36][CH3:37])=[N:15][C:14]=3[CH3:38])[CH:11]=2)[O:6][C:5]([CH3:40])([CH3:39])[CH2:4]1.Cl.[NH2:42]O.[C:44](=[O:47])([O-])[OH:45].[Na+]. The catalyst is CS(C)=O.C(OCC)(=O)C. The product is [CH3:1][O:2][CH:3]1[C:12]2[C:7](=[CH:8][CH:9]=[C:10]([C:13]3[C:18](=[O:19])[N:17]([CH2:20][C:21]4[CH:26]=[CH:25][C:24]([C:27]5[CH:32]=[CH:31][CH:30]=[CH:29][C:28]=5[C:33]5[NH:42][C:44](=[O:47])[O:45][N:34]=5)=[CH:23][CH:22]=4)[C:16]([CH2:35][CH2:36][CH3:37])=[N:15][C:14]=3[CH3:38])[CH:11]=2)[O:6][C:5]([CH3:39])([CH3:40])[CH2:4]1. The yield is 0.640. (2) The reactants are [CH:1]1([C:7]2[C:15]3[C:10](=[CH:11][C:12]([C:16]([OH:18])=[O:17])=[CH:13][CH:14]=3)[N:9]([CH2:19][C:20]([N:22]3[CH2:27][CH2:26][O:25][CH2:24][CH2:23]3)=[O:21])[C:8]=2[C:28]2[CH:33]=[CH:32][C:31](C3C=CC(N(C)C)=CC=3)=[CH:30][CH:29]=2)[CH2:6][CH2:5][CH2:4][CH2:3][CH2:2]1.CO[C:45]([C:47]1[CH:55]=[C:54]2[C:50](C(C3CCCCC3)=[C:45]([C:47]3[CH:55]=[CH:54][C:50](OS(C(F)(F)F)(=O)=O)=[CH:49][CH:48]=3)N2CC(N2CCOCC2)=O)=[CH:49][CH:48]=1)=O.C1(C)C=CC=C(B(O)O)C=1. No catalyst specified. The product is [CH:1]1([C:7]2[C:15]3[C:10](=[CH:11][C:12]([C:16]([OH:18])=[O:17])=[CH:13][CH:14]=3)[N:9]([CH2:19][C:20]([N:22]3[CH2:27][CH2:26][O:25][CH2:24][CH2:23]3)=[O:21])[C:8]=2[C:28]2[CH:33]=[CH:32][C:31]([C:49]3[CH:50]=[CH:54][CH:55]=[C:47]([CH3:45])[CH:48]=3)=[CH:30][CH:29]=2)[CH2:2][CH2:3][CH2:4][CH2:5][CH2:6]1. The yield is 0.240.